The task is: Binary Classification. Given a drug SMILES string, predict its activity (active/inactive) in a high-throughput screening assay against a specified biological target.. This data is from HIV replication inhibition screening data with 41,000+ compounds from the AIDS Antiviral Screen. (1) The compound is CCCCCC(C)SC1(C(=O)OC)CC(OC(C)=O)C(NC(C)=O)C(C(OC(C)=O)C(COC(C)=O)OC(C)=O)O1. The result is 0 (inactive). (2) The drug is O=C(O)CCC(NC(=O)c1ccc(Nc2cnc3ccc(C(F)(F)F)cc3n2)cc1)C(=O)O. The result is 0 (inactive). (3) The drug is N#CC1([N+](=O)[O-])C=C1c1ccccc1. The result is 0 (inactive). (4) The result is 0 (inactive). The compound is CSc1nnc(CCC(=O)Nc2c(C)cccc2C)o1. (5) The result is 0 (inactive). The molecule is CCOC(=O)C1Nc2ccc(C)cc2C2c3ccccc3CC12. (6) The molecule is COc1ccc(C=C2CCCC(=Cc3ccc(O)c(CN4CCCCC4)c3)C2=O)cc1. The result is 0 (inactive). (7) The molecule is COC(=O)C1(C(C)CC(=O)O)CCCCC1=O. The result is 0 (inactive).